Dataset: Reaction yield outcomes from USPTO patents with 853,638 reactions. Task: Predict the reaction yield, written as a fraction of the theoretical maximum amount of product (1.0 means a 100% yield; for example, 0.34 means a 34% yield). The reactants are [N-:1]=[C:2]=[S:3].[Na+].N1C=CC=CC=1.CS(O[N:16]=[C:17](Cl)[C@H:18]1[CH2:22][O:21][C:20]2([CH2:27][CH2:26][CH2:25][CH2:24][CH2:23]2)[O:19]1)(=O)=O.[CH3:29][C:30]1[C:31]([S:36][C:37]2[CH:38]=[C:39]([O:44][C:45]3[C:46]([CH3:51])=[N:47][CH:48]=[CH:49][CH:50]=3)[C:40]([NH2:43])=[N:41][CH:42]=2)=[N:32][CH:33]=[CH:34][CH:35]=1. The catalyst is C(#N)C. The product is [CH3:29][C:30]1[C:31]([S:36][C:37]2[CH:38]=[C:39]([O:44][C:45]3[C:46]([CH3:51])=[N:47][CH:48]=[CH:49][CH:50]=3)[C:40]([NH:43][C:2]3[S:3][N:16]=[C:17]([C@H:18]4[CH2:22][O:21][C:20]5([CH2:23][CH2:24][CH2:25][CH2:26][CH2:27]5)[O:19]4)[N:1]=3)=[N:41][CH:42]=2)=[N:32][CH:33]=[CH:34][CH:35]=1. The yield is 0.668.